Dataset: NCI-60 drug combinations with 297,098 pairs across 59 cell lines. Task: Regression. Given two drug SMILES strings and cell line genomic features, predict the synergy score measuring deviation from expected non-interaction effect. Drug 1: CC1=C(C=C(C=C1)C(=O)NC2=CC(=CC(=C2)C(F)(F)F)N3C=C(N=C3)C)NC4=NC=CC(=N4)C5=CN=CC=C5. Drug 2: C1=NC2=C(N=C(N=C2N1C3C(C(C(O3)CO)O)F)Cl)N. Cell line: HS 578T. Synergy scores: CSS=0.709, Synergy_ZIP=-1.72, Synergy_Bliss=-3.21, Synergy_Loewe=-9.67, Synergy_HSA=-7.09.